From a dataset of Experimentally validated miRNA-target interactions with 360,000+ pairs, plus equal number of negative samples. Binary Classification. Given a miRNA mature sequence and a target amino acid sequence, predict their likelihood of interaction. (1) The miRNA is hsa-miR-3135a with sequence UGCCUAGGCUGAGACUGCAGUG. The protein sequence of the target gene is MMLHSALGLCLLLVTVSSNLAIAIKKEKRPPQTLSRGWGDDITWVQTYEEGLFYAQKSKKPLMVIHHLEDCQYSQALKKVFAQNEEIQEMAQNKFIMLNLMHETTDKNLSPDGQYVPRIMFVDPSLTVRADIAGRYSNRLYTYEPRDLPLLIENMKKALRLIQSEL. Result: 0 (no interaction). (2) The miRNA is hsa-miR-642a-3p with sequence AGACACAUUUGGAGAGGGAACC. The protein sequence of the target gene is MATVAAAARGAGARAAAGLRSCGGAVARERPRSGCARRLCSAPAAPAAVDMKSYLWARYHEAKRSTDELVPSIMNNLLNPDAIFSNNEMSLSDIEIYGFDYDYTLVFYSKHLHTLIFNAARDLLINEHRYPVEIRKYEYDPSFAIRGLHYDVQRAVLMKIDAFHYIQMGTVYRGLSVVPDEEVIDMYEGSHVPLEQMSDFYGKSSHGNTMKQFMDIFSLPEMTLLSCVNEHFLKNNIDYEPVHLYKDVKDSIRDVHIKGIMYRAIEADIEKYICYADQTRAVLAKLAAHGKKMFLITNSP.... Result: 0 (no interaction).